This data is from Forward reaction prediction with 1.9M reactions from USPTO patents (1976-2016). The task is: Predict the product of the given reaction. (1) Given the reactants Br[CH2:2][C:3]1[CH:8]=[CH:7][CH:6]=[CH:5][CH:4]=1.[NH2:9][C:10]1[CH:15]=[CH:14][CH:13]=[CH:12][N:11]=1.N1C2C(=CC=CC=2)C=C1.[NH:25]1[C:33]2[C:28](=[CH:29][CH:30]=[CH:31][CH:32]=2)[C:27]([C:34]([O:36]C)=O)=[CH:26]1, predict the reaction product. The product is: [N:11]1[CH:12]=[CH:13][CH:14]=[CH:15][C:10]=1[NH:9][C:34]([C:27]1[C:28]2[C:33](=[CH:32][CH:31]=[CH:30][CH:29]=2)[N:25]([CH2:2][C:3]2[CH:8]=[CH:7][CH:6]=[CH:5][CH:4]=2)[CH:26]=1)=[O:36]. (2) Given the reactants [CH3:1][O:2]S([O-])(=O)=O.[NH2:7][C:8]1[CH:16]=[CH:15][C:14]([Br:17])=[CH:13][C:9]=1[C:10](O)=[O:11].CCN(CC)CC, predict the reaction product. The product is: [NH2:7][C:8]1[CH:16]=[CH:15][C:14]([Br:17])=[CH:13][C:9]=1[C:10]([O:2][CH3:1])=[O:11]. (3) Given the reactants [CH2:1]([O:7][C:8]([O:12][CH2:13][CH2:14][CH2:15][CH2:16][CH2:17][CH3:18])([CH3:11])[CH2:9][OH:10])[CH2:2][CH2:3][CH2:4][CH2:5][CH3:6].N1C=CC=CC=1.[S:25](Cl)([O:27][CH2:28][CH3:29])=[O:26], predict the reaction product. The product is: [S:25]([O:27][CH2:28][CH3:29])([O:10][CH2:9][C:8]([O:7][CH2:1][CH2:2][CH2:3][CH2:4][CH2:5][CH3:6])([O:12][CH2:13][CH2:14][CH2:15][CH2:16][CH2:17][CH3:18])[CH3:11])=[O:26]. (4) Given the reactants F[C:2](F)(F)C(O)=O.[F:8][C:9]1[C:19]2[N:18]([CH3:20])[C:17](=[O:21])[O:16][CH2:15][CH2:14][C:13]=2[CH:12]=[C:11]([N:22]2[CH2:26][C@H:25]([CH2:27][NH:28][C:29](=[O:35])OC(C)(C)C)[O:24][C:23]2=[O:36])[CH:10]=1.C(OC(=O)C)(=O)C.C(N(C(C)C)CC)(C)C.NC[C@@H]1OC(=O)N(C2C=C(F)C3N(C)C(=O)OCCC=3C=2)C1, predict the reaction product. The product is: [F:8][C:9]1[C:19]2[N:18]([CH3:20])[C:17](=[O:21])[O:16][CH2:15][CH2:14][C:13]=2[CH:12]=[C:11]([N:22]2[CH2:26][C@H:25]([CH2:27][NH:28][C:29](=[O:35])[CH3:2])[O:24][C:23]2=[O:36])[CH:10]=1. (5) Given the reactants [F:1][C:2]([F:21])([F:20])[CH:3]([NH:10][C@H:11]([C:16]([O:18]C)=[O:17])[CH2:12][CH:13]([CH3:15])[CH3:14])[C:4]1[CH:9]=[CH:8][CH:7]=[CH:6][CH:5]=1.[Li+].[OH-], predict the reaction product. The product is: [F:1][C:2]([F:20])([F:21])[CH:3]([NH:10][C@H:11]([C:16]([OH:18])=[O:17])[CH2:12][CH:13]([CH3:15])[CH3:14])[C:4]1[CH:9]=[CH:8][CH:7]=[CH:6][CH:5]=1. (6) Given the reactants [CH:1]1([C:7]2[CH:12]=[CH:11][N:10]=[C:9]([C:13]3[C:17]4[C:18]([NH:22][CH:23]([CH3:25])[CH3:24])=[N:19][CH:20]=[CH:21][C:16]=4[N:15](CC4C=CC(OC)=CC=4)[N:14]=3)[CH:8]=2)[CH2:6][CH2:5][CH2:4][CH2:3][CH2:2]1.C1(C2C=CN=C(C3C4C(NC(C)C)=NC=CC=4N(CC4C=CC(OC)=CC=4)N=3)C=2)CCCCC=1, predict the reaction product. The product is: [CH:1]1([C:7]2[CH:12]=[CH:11][N:10]=[C:9]([C:13]3[C:17]4[C:18]([NH:22][CH:23]([CH3:25])[CH3:24])=[N:19][CH:20]=[CH:21][C:16]=4[NH:15][N:14]=3)[CH:8]=2)[CH2:2][CH2:3][CH2:4][CH2:5][CH2:6]1. (7) Given the reactants [CH2:1]([NH2:4])[C:2]#[CH:3].[C:5]1(=[O:11])O[C:8](=[O:9])[CH:7]=[CH:6]1.C(OC(=O)C)(=O)C.C([O-])(=O)C.[Na+], predict the reaction product. The product is: [C:5]1(=[O:11])[NH:4][C:8](=[O:9])[CH:7]=[CH:6]1.[CH2:1]([NH2:4])[C:2]#[CH:3].